This data is from Catalyst prediction with 721,799 reactions and 888 catalyst types from USPTO. The task is: Predict which catalyst facilitates the given reaction. (1) Reactant: COC1C=CC(C[N:8]2[CH2:17][CH2:16][C:15]3[C:10](=[CH:11][CH:12]=[N:13][CH:14]=3)[C:9]2=[O:18])=CC=1.C1(C)C=CC(S(O)(=O)=O)=CC=1. Product: [C:9]1(=[O:18])[C:10]2[C:15](=[CH:14][N:13]=[CH:12][CH:11]=2)[CH2:16][CH2:17][NH:8]1. The catalyst class is: 11. (2) Reactant: [N+:1]([C:4]1[CH:5]=[N:6][CH:7]=[CH:8][C:9]=1[C:10]1[CH2:15][CH2:14][CH2:13][CH:12](O)[CH:11]=1)([O-:3])=[O:2].[C:17]1(=[O:27])[NH:21][C:20](=[O:22])[C:19]2=[CH:23][CH:24]=[CH:25][CH:26]=[C:18]12.C1(P(C2C=CC=CC=2)C2C=CC=CC=2)C=CC=CC=1.N(C(OC(C)(C)C)=O)=NC(OC(C)(C)C)=O. Product: [N+:1]([C:4]1[CH:5]=[N:6][CH:7]=[CH:8][C:9]=1[C:10]1[CH2:15][CH2:14][CH2:13][CH:12]([N:21]2[C:17](=[O:27])[C:18]3[C:19](=[CH:23][CH:24]=[CH:25][CH:26]=3)[C:20]2=[O:22])[CH:11]=1)([O-:3])=[O:2]. The catalyst class is: 76.